From a dataset of Catalyst prediction with 721,799 reactions and 888 catalyst types from USPTO. Predict which catalyst facilitates the given reaction. (1) The catalyst class is: 93. Reactant: [F:1][C:2]1[CH:8]=[CH:7][C:5]([NH2:6])=[CH:4][CH:3]=1.C[Al](C)C.[CH3:13][N:14]1[C:19](=[O:20])[CH:18]=[C:17]([N:21]2[CH2:26][CH2:25][O:24][CH2:23][CH2:22]2)[N:16]=[C:15]1[CH2:27][C:28](OCC)=[O:29].P([O-])([O-])([O-])=O.[K+].[K+].[K+]. Product: [F:1][C:2]1[CH:8]=[CH:7][C:5]([NH:6][C:28](=[O:29])[CH2:27][C:15]2[N:14]([CH3:13])[C:19](=[O:20])[CH:18]=[C:17]([N:21]3[CH2:26][CH2:25][O:24][CH2:23][CH2:22]3)[N:16]=2)=[CH:4][CH:3]=1. (2) Reactant: [CH3:1][C:2]1[CH:7]=[CH:6][CH:5]=[C:4]([CH3:8])[C:3]=1[CH2:9][S:10]([C:13]1[CH:14]=[C:15]2[C:19](=[CH:20][CH:21]=1)[NH:18][C:17](=[O:22])/[C:16]/2=[CH:23]\[C:24]1[NH:28][C:27]([CH3:29])=[C:26]([C:30]([OH:32])=O)[C:25]=1[CH3:33])(=[O:12])=[O:11].[CH3:34][C@@H:35]1[CH2:40][NH:39][CH2:38][C@H:37]([CH3:41])[NH:36]1.C1C=CC2N(O)N=NC=2C=1.CCN=C=NCCCN(C)C.Cl. Product: [CH3:8][C:4]1[CH:5]=[CH:6][CH:7]=[C:2]([CH3:1])[C:3]=1[CH2:9][S:10]([C:13]1[CH:14]=[C:15]2[C:19](=[CH:20][CH:21]=1)[NH:18][C:17](=[O:22])/[C:16]/2=[CH:23]\[C:24]1[NH:28][C:27]([CH3:29])=[C:26]([C:30]([N:39]2[CH2:38][C@H:37]([CH3:41])[NH:36][C@H:35]([CH3:34])[CH2:40]2)=[O:32])[C:25]=1[CH3:33])(=[O:11])=[O:12]. The catalyst class is: 3. (3) Reactant: [CH3:1][C:2]1[CH:7]=[C:6]([CH3:8])[CH:5]=[C:4]([CH3:9])[C:3]=1[S:10]([N:13]([C:28]1[CH:33]=[CH:32][C:31]([O:34][CH2:35][CH2:36][N:37]2[CH2:41][CH2:40][CH2:39][CH2:38]2)=[CH:30][CH:29]=1)[CH2:14][C:15]1[CH:20]=[CH:19][CH:18]=[CH:17][C:16]=1[O:21]C1CCCCO1)(=[O:12])=[O:11].Cl.C(=O)(O)[O-].[Na+]. Product: [OH:21][C:16]1[CH:17]=[CH:18][CH:19]=[CH:20][C:15]=1[CH2:14][N:13]([C:28]1[CH:33]=[CH:32][C:31]([O:34][CH2:35][CH2:36][N:37]2[CH2:41][CH2:40][CH2:39][CH2:38]2)=[CH:30][CH:29]=1)[S:10]([C:3]1[C:4]([CH3:9])=[CH:5][C:6]([CH3:8])=[CH:7][C:2]=1[CH3:1])(=[O:12])=[O:11]. The catalyst class is: 8. (4) Product: [OH:25][CH2:24][C:12]1[C:13]([CH:21]([CH3:23])[CH3:22])=[N:14][C:15]2[CH2:16][C:17]([CH3:19])([CH3:20])[CH2:18][C@H:9]([OH:8])[C:10]=2[C:11]=1[I:26]. Reactant: [Si]([O:8][C@H:9]1[CH2:18][C:17]([CH3:20])([CH3:19])[CH2:16][C:15]2[N:14]=[C:13]([CH:21]([CH3:23])[CH3:22])[C:12]([CH2:24][OH:25])=[C:11]([I:26])[C:10]1=2)(C(C)(C)C)(C)C.[F-].C([N+](CCCC)(CCCC)CCCC)CCC. The catalyst class is: 7. (5) Reactant: [OH:1][C:2]1[CH:7]=[CH:6][CH:5]=[CH:4][C:3]=1[C:8]1[O:9][C:10]2[CH:18]=[CH:17][CH:16]=[CH:15][C:11]=2[C:12](=O)[N:13]=1.[F:19][C:20]([F:25])([F:24])[CH2:21][NH:22][NH2:23]. Product: [OH:1][C:2]1[CH:7]=[CH:6][CH:5]=[CH:4][C:3]=1[C:8]1[N:13]=[C:12]([C:11]2[CH:15]=[CH:16][CH:17]=[CH:18][C:10]=2[OH:9])[N:22]([CH2:21][C:20]([F:25])([F:24])[F:19])[N:23]=1. The catalyst class is: 8. (6) Product: [C:28]([C:25]1[N:23]2[N:24]=[C:19]([C:17]3[CH:18]=[C:13]([NH:12][S:9]([C:3]4[CH:4]=[CH:5][C:6]([F:8])=[CH:7][C:2]=4[F:1])(=[O:11])=[O:10])[C:14]([O:34][CH3:35])=[N:15][CH:16]=3)[CH:20]=[CH:21][C:22]2=[N:27][CH:26]=1)#[CH:29]. The catalyst class is: 1. Reactant: [F:1][C:2]1[CH:7]=[C:6]([F:8])[CH:5]=[CH:4][C:3]=1[S:9]([NH:12][C:13]1[C:14]([O:34][CH3:35])=[N:15][CH:16]=[C:17]([C:19]2[CH:20]=[CH:21][C:22]3[N:23]([C:25]([C:28]#[C:29][Si](C)(C)C)=[CH:26][N:27]=3)[N:24]=2)[CH:18]=1)(=[O:11])=[O:10].CCCC[N+](CCCC)(CCCC)CCCC.[F-].